Task: Regression. Given a peptide amino acid sequence and an MHC pseudo amino acid sequence, predict their binding affinity value. This is MHC class II binding data.. Dataset: Peptide-MHC class II binding affinity with 134,281 pairs from IEDB (1) The peptide sequence is PAAHAAQGYKVLVLNPSVAA. The MHC is DRB5_0101 with pseudo-sequence DRB5_0101. The binding affinity (normalized) is 0.197. (2) The peptide sequence is GELQIVDKIDASFKI. The MHC is DRB1_1302 with pseudo-sequence DRB1_1302. The binding affinity (normalized) is 0.737.